From a dataset of Forward reaction prediction with 1.9M reactions from USPTO patents (1976-2016). Predict the product of the given reaction. (1) The product is: [CH2:38]([S:39][C:2]1[CH:15]=[C:14]2[C:5]([O:6][C:7]3[CH:8]=[CH:9][C:10]([CH2:16][CH2:17][CH:18]4[CH2:22][O:21][C:20]([CH3:24])([CH3:23])[N:19]4[C:25]([O:27][C:28]([CH3:31])([CH3:30])[CH3:29])=[O:26])=[CH:11][C:12]=3[CH2:13]2)=[CH:4][CH:3]=1)[C:32]1[CH:37]=[CH:36][CH:35]=[CH:34][CH:33]=1. Given the reactants Br[C:2]1[CH:15]=[C:14]2[C:5]([O:6][C:7]3[CH:8]=[CH:9][C:10]([CH2:16][CH2:17][CH:18]4[CH2:22][O:21][C:20]([CH3:24])([CH3:23])[N:19]4[C:25]([O:27][C:28]([CH3:31])([CH3:30])[CH3:29])=[O:26])=[CH:11][C:12]=3[CH2:13]2)=[CH:4][CH:3]=1.[C:32]1([CH2:38][SH:39])[CH:37]=[CH:36][CH:35]=[CH:34][CH:33]=1.C1(P(C2C=CC=CC=2)C2C3OC4C(=CC=CC=4P(C4C=CC=CC=4)C4C=CC=CC=4)C(C)(C)C=3C=CC=2)C=CC=CC=1.C(N(CC)C(C)C)(C)C, predict the reaction product. (2) Given the reactants [OH:1][C:2]([CH3:38])([CH3:37])[CH2:3][C@@:4]1([C:31]2[CH:36]=[CH:35][CH:34]=[CH:33][CH:32]=2)[O:9][C:8](=[O:10])[N:7]([C@H:11]([C:13]2[CH:18]=[CH:17][C:16]([C:19]3[N:24]=[N:23][C:22]([C:25]4([C:28]([OH:30])=O)[CH2:27][CH2:26]4)=[CH:21][CH:20]=3)=[CH:15][CH:14]=2)[CH3:12])[CH2:6][CH2:5]1.[CH3:39][NH:40][CH3:41], predict the reaction product. The product is: [CH3:39][N:40]([CH3:41])[C:28]([C:25]1([C:22]2[N:23]=[N:24][C:19]([C:16]3[CH:17]=[CH:18][C:13]([C@@H:11]([N:7]4[CH2:6][CH2:5][C@:4]([CH2:3][C:2]([OH:1])([CH3:37])[CH3:38])([C:31]5[CH:36]=[CH:35][CH:34]=[CH:33][CH:32]=5)[O:9][C:8]4=[O:10])[CH3:12])=[CH:14][CH:15]=3)=[CH:20][CH:21]=2)[CH2:27][CH2:26]1)=[O:30]. (3) Given the reactants [Br:1][C:2]1[CH:7]=[CH:6][C:5]([CH:8]2[C:12]([CH3:14])(O)[O:11][N:10]=[C:9]2[C:15]2[CH:20]=[CH:19][C:18]([S:21][CH3:22])=[CH:17][CH:16]=2)=[CH:4][CH:3]=1.BrC1C=CC(C2C(C3C=CC(SC)=C(F)C=3)C(C)(O)ON=2)=CC=1, predict the reaction product. The product is: [Br:1][C:2]1[CH:7]=[CH:6][C:5]([C:8]2[C:9]([C:15]3[CH:20]=[CH:19][C:18]([S:21][CH3:22])=[CH:17][CH:16]=3)=[N:10][O:11][C:12]=2[CH3:14])=[CH:4][CH:3]=1. (4) Given the reactants [F:1][C:2]([F:11])([F:10])[C:3]1[CH:8]=[CH:7][C:6]([OH:9])=[CH:5][CH:4]=1.F[C:13]1[CH:20]=[CH:19][C:16]([CH:17]=[O:18])=[CH:15][CH:14]=1.C(=O)([O-])[O-].[K+].[K+], predict the reaction product. The product is: [F:1][C:2]([F:10])([F:11])[C:3]1[CH:4]=[CH:5][C:6]([O:9][C:13]2[CH:20]=[CH:19][C:16]([CH:17]=[O:18])=[CH:15][CH:14]=2)=[CH:7][CH:8]=1. (5) Given the reactants C[O:2][C:3]1[CH:15]=[CH:14][C:6]2[CH:7]=[C:8]([C:10]([O:12][CH3:13])=[O:11])[O:9][C:5]=2[CH:4]=1.[CH2:16](I)[CH3:17], predict the reaction product. The product is: [CH3:13][O:12][C:10]([C:8]1([CH2:16][CH3:17])[CH2:7][C:6]2[CH:14]=[CH:15][C:3]([OH:2])=[CH:4][C:5]=2[O:9]1)=[O:11]. (6) Given the reactants Cl.[CH3:2][CH:3]([O:5][C:6]1[CH:13]=[CH:12][C:11]([C:14]2[O:18][N:17]=[C:16]([C:19]3[CH:29]=[CH:28][C:22]4[CH2:23][CH2:24][NH:25][CH2:26][CH2:27][C:21]=4[CH:20]=3)[N:15]=2)=[CH:10][C:7]=1[C:8]#[N:9])[CH3:4].CN(C=O)C.[CH2:35]([O:37][C:38](=[O:43])[CH2:39][CH2:40][CH2:41]Br)[CH3:36].C(=O)([O-])[O-].[K+].[K+], predict the reaction product. The product is: [C:8]([C:7]1[CH:10]=[C:11]([C:14]2[O:18][N:17]=[C:16]([C:19]3[CH:29]=[CH:28][C:22]4[CH2:23][CH2:24][N:25]([CH2:41][CH2:40][CH2:39][C:38]([O:37][CH2:35][CH3:36])=[O:43])[CH2:26][CH2:27][C:21]=4[CH:20]=3)[N:15]=2)[CH:12]=[CH:13][C:6]=1[O:5][CH:3]([CH3:2])[CH3:4])#[N:9]. (7) Given the reactants [Cl:1][C:2]1[N:3]=[C:4]([C:9]([NH:11][C@H:12]2[CH2:17][CH2:16][N:15]([C:18]3[S:19][C:20]([C:23]([O:25]CC)=[O:24])=[CH:21][N:22]=3)[CH2:14][C@H:13]2[O:28][CH2:29][CH2:30][CH2:31][F:32])=[O:10])[NH:5][C:6]=1[CH2:7][CH3:8].[OH-].[Li+], predict the reaction product. The product is: [Cl:1][C:2]1[N:3]=[C:4]([C:9]([NH:11][C@H:12]2[CH2:17][CH2:16][N:15]([C:18]3[S:19][C:20]([C:23]([OH:25])=[O:24])=[CH:21][N:22]=3)[CH2:14][C@H:13]2[O:28][CH2:29][CH2:30][CH2:31][F:32])=[O:10])[NH:5][C:6]=1[CH2:7][CH3:8]. (8) The product is: [C:9]([C:6]1[C:5]2[C:17](=[O:22])[C:18](=[O:19])[C:2]([Cl:1])=[C:3]([Cl:20])[C:4]=2[O:8][CH:7]=1)(=[O:10])[C:11]1[CH:16]=[CH:15][CH:14]=[CH:13][CH:12]=1. Given the reactants [Cl:1][C:2]1[C:18]([OH:19])=[CH:17][C:5]2[C:6]([C:9]([C:11]3[CH:16]=[CH:15][CH:14]=[CH:13][CH:12]=3)=[O:10])=[CH:7][O:8][C:4]=2[C:3]=1[Cl:20].[N+]([O-])(O)=[O:22], predict the reaction product. (9) Given the reactants [CH3:1][CH:2]1[CH2:7][CH2:6][N:5]([C:8]([C:10]2[CH:18]=[CH:17][C:16]3[N:15]([CH2:19][C:20]4[CH:25]=[CH:24][C:23]([S:26][CH3:27])=[CH:22][CH:21]=4)[C:14]4[CH2:28][CH2:29][N:30](C(OC(C)(C)C)=O)[CH2:31][C:13]=4[C:12]=3[CH:11]=2)=[O:9])[CH2:4][CH2:3]1.[ClH:39], predict the reaction product. The product is: [CH3:1][CH:2]1[CH2:3][CH2:4][N:5]([C:8]([C:10]2[CH:18]=[CH:17][C:16]3[N:15]([CH2:19][C:20]4[CH:21]=[CH:22][C:23]([S:26][CH3:27])=[CH:24][CH:25]=4)[C:14]4[CH2:28][CH2:29][NH:30][CH2:31][C:13]=4[C:12]=3[CH:11]=2)=[O:9])[CH2:6][CH2:7]1.[ClH:39].